Dataset: NCI-60 drug combinations with 297,098 pairs across 59 cell lines. Task: Regression. Given two drug SMILES strings and cell line genomic features, predict the synergy score measuring deviation from expected non-interaction effect. (1) Drug 1: CC12CCC3C(C1CCC2O)C(CC4=C3C=CC(=C4)O)CCCCCCCCCS(=O)CCCC(C(F)(F)F)(F)F. Drug 2: C1C(C(OC1N2C=NC(=NC2=O)N)CO)O. Cell line: K-562. Synergy scores: CSS=32.9, Synergy_ZIP=-3.96, Synergy_Bliss=0.289, Synergy_Loewe=0.499, Synergy_HSA=5.82. (2) Drug 1: COC1=CC(=CC(=C1O)OC)C2C3C(COC3=O)C(C4=CC5=C(C=C24)OCO5)OC6C(C(C7C(O6)COC(O7)C8=CC=CS8)O)O. Drug 2: C1=NC(=NC(=O)N1C2C(C(C(O2)CO)O)O)N. Cell line: DU-145. Synergy scores: CSS=24.8, Synergy_ZIP=1.35, Synergy_Bliss=4.42, Synergy_Loewe=-1.16, Synergy_HSA=5.73. (3) Drug 1: C1CC(C1)(C(=O)O)C(=O)O.[NH2-].[NH2-].[Pt+2]. Drug 2: CC1=C(N=C(N=C1N)C(CC(=O)N)NCC(C(=O)N)N)C(=O)NC(C(C2=CN=CN2)OC3C(C(C(C(O3)CO)O)O)OC4C(C(C(C(O4)CO)O)OC(=O)N)O)C(=O)NC(C)C(C(C)C(=O)NC(C(C)O)C(=O)NCCC5=NC(=CS5)C6=NC(=CS6)C(=O)NCCC[S+](C)C)O. Cell line: RPMI-8226. Synergy scores: CSS=11.4, Synergy_ZIP=-4.88, Synergy_Bliss=-6.68, Synergy_Loewe=-10.7, Synergy_HSA=-5.72. (4) Drug 1: C1=NC2=C(N1)C(=S)N=CN2. Synergy scores: CSS=52.5, Synergy_ZIP=-1.58, Synergy_Bliss=-1.51, Synergy_Loewe=-37.2, Synergy_HSA=-0.667. Drug 2: C1=NNC2=C1C(=O)NC=N2. Cell line: TK-10.